Dataset: Forward reaction prediction with 1.9M reactions from USPTO patents (1976-2016). Task: Predict the product of the given reaction. (1) Given the reactants Cl[C:2]1[C:11]([N:12]([CH:14]([CH3:16])[CH3:15])[CH3:13])=[N:10][C:9]2[C:4](=[CH:5][CH:6]=[C:7]([C:17]([O:19][CH3:20])=[O:18])[CH:8]=2)[N:3]=1.[C:21]([O:25][C:26]([N:28]1[C:36]2[C:31](=[CH:32][C:33]([O:37][CH3:38])=[CH:34][CH:35]=2)[CH:30]=[C:29]1B(O)O)=[O:27])([CH3:24])([CH3:23])[CH3:22].[O-]P([O-])([O-])=O.[K+].[K+].[K+], predict the reaction product. The product is: [C:21]([O:25][C:26]([N:28]1[C:36]2[C:31](=[CH:32][C:33]([O:37][CH3:38])=[CH:34][CH:35]=2)[CH:30]=[C:29]1[C:2]1[C:11]([N:12]([CH:14]([CH3:16])[CH3:15])[CH3:13])=[N:10][C:9]2[C:4](=[CH:5][CH:6]=[C:7]([C:17]([O:19][CH3:20])=[O:18])[CH:8]=2)[N:3]=1)=[O:27])([CH3:24])([CH3:23])[CH3:22]. (2) Given the reactants C(OC([NH:8][CH:9]1[CH2:14][CH2:13][N:12]([C:15]2[CH:41]=[CH:40][C:39]([Cl:42])=[CH:38][C:16]=2[CH2:17][N:18]2[CH2:22][CH:21]3[CH2:23][N:24]([C:26]([O:28][CH:29]([C:34]([F:37])([F:36])[F:35])[C:30]([F:33])([F:32])[F:31])=[O:27])[CH2:25][CH:20]3[CH2:19]2)[CH2:11][CH2:10]1)=O)(C)(C)C.[S:43](Cl)([CH3:46])(=[O:45])=[O:44], predict the reaction product. The product is: [Cl:42][C:39]1[CH:40]=[CH:41][C:15]([N:12]2[CH2:13][CH2:14][CH:9]([NH:8][S:43]([CH3:46])(=[O:45])=[O:44])[CH2:10][CH2:11]2)=[C:16]([CH:38]=1)[CH2:17][N:18]1[CH2:19][CH:20]2[CH2:25][N:24]([C:26]([O:28][CH:29]([C:30]([F:31])([F:33])[F:32])[C:34]([F:36])([F:35])[F:37])=[O:27])[CH2:23][CH:21]2[CH2:22]1. (3) Given the reactants [CH:1]([N:3]1[CH2:8][CH2:7][N:6]([C:9]2[CH:14]=[CH:13][C:12]([CH3:15])=[CH:11][CH:10]=2)[C:5](=[O:16])[CH:4]1[CH:17]([OH:23])[C:18]([O:20]CC)=[O:19])=[O:2].O[Li:25].O.[OH-].[Na+], predict the reaction product. The product is: [Li+:25].[CH:1]([N:3]1[CH2:8][CH2:7][N:6]([C:9]2[CH:10]=[CH:11][C:12]([CH3:15])=[CH:13][CH:14]=2)[C:5](=[O:16])[CH:4]1[CH:17]([OH:23])[C:18]([O-:20])=[O:19])=[O:2]. (4) The product is: [Br:1][C:2]1[CH:7]=[C:6]([F:8])[C:5]([O:9][C:18]2[N:28]=[CH:27][CH:26]=[C:25]([CH:29]=[CH2:30])[C:19]=2[C:20]([O:22][CH2:23][CH3:24])=[O:21])=[C:4]([F:10])[CH:3]=1. Given the reactants [Br:1][C:2]1[CH:7]=[C:6]([F:8])[C:5]([OH:9])=[C:4]([F:10])[CH:3]=1.C(=O)([O-])[O-].[K+].[K+].F[C:18]1[N:28]=[CH:27][CH:26]=[C:25]([CH:29]=[CH2:30])[C:19]=1[C:20]([O:22][CH2:23][CH3:24])=[O:21], predict the reaction product. (5) Given the reactants [C:1]([C:3]1[C:4]([N:18]2[CH2:23][CH2:22][NH:21][CH2:20][CH2:19]2)=[N:5][C:6]([C:14]([F:17])([F:16])[F:15])=[C:7]([CH:13]=1)[C:8]([O:10][CH2:11][CH3:12])=[O:9])#[N:2].[N:24]([C@@H:27]1[CH2:29][C@@H:28]1[C:30]1[CH:35]=[CH:34][CH:33]=[CH:32][CH:31]=1)=[C:25]=[O:26], predict the reaction product. The product is: [C:1]([C:3]1[C:4]([N:18]2[CH2:23][CH2:22][N:21]([C:25]([NH:24][C@@H:27]3[CH2:29][C@@H:28]3[C:30]3[CH:35]=[CH:34][CH:33]=[CH:32][CH:31]=3)=[O:26])[CH2:20][CH2:19]2)=[N:5][C:6]([C:14]([F:15])([F:17])[F:16])=[C:7]([CH:13]=1)[C:8]([O:10][CH2:11][CH3:12])=[O:9])#[N:2]. (6) Given the reactants [C:1]([O:6][C@@H:7]1[C@@H:15]([CH2:16][CH2:17][OH:18])[C:14](=[O:19])[O:13][CH2:12][C@H:11]([NH:20][C:21]([O:23][C:24]([CH3:27])([CH3:26])[CH3:25])=[O:22])[C:10](=[O:28])[O:9][C@H:8]1[CH3:29])(=[O:5])[CH:2]([CH3:4])[CH3:3].[CH3:30]N(C1C2C(N(C)C)=CC=CC=2C=CC=1)C.[O-]S([O-])(=O)=O.[Na+].[Na+].F[B-](F)(F)F.C[O+](C)C, predict the reaction product. The product is: [C:1]([O:6][C@@H:7]1[C@@H:15]([CH2:16][CH2:17][O:18][CH3:30])[C:14](=[O:19])[O:13][CH2:12][C@H:11]([NH:20][C:21]([O:23][C:24]([CH3:26])([CH3:25])[CH3:27])=[O:22])[C:10](=[O:28])[O:9][C@H:8]1[CH3:29])(=[O:5])[CH:2]([CH3:4])[CH3:3]. (7) Given the reactants N#N.[C:3]([O:6][CH2:7][C@@H:8]1[C@@H:13]([O:14][C:15](=[O:17])[CH3:16])[C@H:12]([O:18][C:19](=[O:21])[CH3:20])[C@H:11]([O:22][C:23](=[O:25])[CH3:24])[C@@H:10]([C:26]2[CH:31]=[CH:30][CH:29]=[C:28](Br)[CH:27]=2)[O:9]1)(=[O:5])[CH3:4].[CH3:33][C:34]1[O:38][C:37]([C:39]2[CH:44]=[CH:43][C:42](B(O)O)=[CH:41][CH:40]=2)=[N:36][N:35]=1.C(=O)(O)[O-].[Na+], predict the reaction product. The product is: [C:15]([O:14][C@H:13]1[C@H:12]([O:18][C:19](=[O:21])[CH3:20])[C@H:11]([O:22][C:23](=[O:25])[CH3:24])[C@@H:10]([C:26]2[CH:27]=[C:28]([C:42]3[CH:41]=[CH:40][C:39]([C:37]4[O:38][C:34]([CH3:33])=[N:35][N:36]=4)=[CH:44][CH:43]=3)[CH:29]=[CH:30][CH:31]=2)[O:9][C@@H:8]1[CH2:7][O:6][C:3](=[O:5])[CH3:4])(=[O:17])[CH3:16].